Predict the product of the given reaction. From a dataset of Forward reaction prediction with 1.9M reactions from USPTO patents (1976-2016). (1) Given the reactants [F:1][C:2]([F:20])([F:19])[C:3](=O)[CH2:4][C:5]([C:7]1[CH:17]=[CH:16][C:10]2[O:11][CH2:12][C:13](=[O:15])[NH:14][C:9]=2[CH:8]=1)=O.Cl.[F:22][C:23]1[CH:24]=[CH:25][C:26]([CH3:31])=[C:27]([NH:29][NH2:30])[CH:28]=1, predict the reaction product. The product is: [F:22][C:23]1[CH:24]=[CH:25][C:26]([CH3:31])=[C:27]([N:29]2[C:5]([C:7]3[CH:17]=[CH:16][C:10]4[O:11][CH2:12][C:13](=[O:15])[NH:14][C:9]=4[CH:8]=3)=[CH:4][C:3]([C:2]([F:20])([F:19])[F:1])=[N:30]2)[CH:28]=1. (2) The product is: [N:15]([CH2:2][CH2:3][CH2:4][CH2:5][CH2:6][CH2:7][CH2:8][CH2:9][CH2:10][CH2:11][CH2:12][CH2:13][OH:14])=[N+:16]=[N-:17]. Given the reactants Br[CH2:2][CH2:3][CH2:4][CH2:5][CH2:6][CH2:7][CH2:8][CH2:9][CH2:10][CH2:11][CH2:12][CH2:13][OH:14].[N-:15]=[N+:16]=[N-:17].[Na+].C(=O)(O)[O-].[Na+], predict the reaction product. (3) Given the reactants FC(F)(F)C(O)=O.[F:8][C:9]([F:28])([CH:25]([F:27])[F:26])[CH2:10][O:11][C:12]1[N:13]=[CH:14][C:15]([C:18]([O:20]C(C)(C)C)=[O:19])=[N:16][CH:17]=1, predict the reaction product. The product is: [F:28][C:9]([F:8])([CH:25]([F:27])[F:26])[CH2:10][O:11][C:12]1[N:13]=[CH:14][C:15]([C:18]([OH:20])=[O:19])=[N:16][CH:17]=1. (4) Given the reactants C(N(C(C)C)CC)(C)C.[NH2:10][C:11]1[CH:26]=[CH:25][C:24]([Cl:27])=[CH:23][C:12]=1[C:13]([NH:15][CH2:16][CH:17]1[CH2:22][CH2:21][CH2:20][CH2:19][CH2:18]1)=[O:14].[C:28](Cl)(=[O:35])[C:29]1[CH:34]=[CH:33][CH:32]=[CH:31][CH:30]=1, predict the reaction product. The product is: [C:28]([NH:10][C:11]1[CH:26]=[CH:25][C:24]([Cl:27])=[CH:23][C:12]=1[C:13]([NH:15][CH2:16][CH:17]1[CH2:22][CH2:21][CH2:20][CH2:19][CH2:18]1)=[O:14])(=[O:35])[C:29]1[CH:34]=[CH:33][CH:32]=[CH:31][CH:30]=1. (5) Given the reactants [OH:1][C:2]1[CH:11]=[CH:10][C:5]2[C:6](=[O:9])[CH2:7][O:8][C:4]=2[CH:3]=1.[C:12](Cl)([CH3:14])=[O:13].[CH3:16][CH2:17][O:18]C(C)=O, predict the reaction product. The product is: [C:12]([O:1][C:2]1[CH:11]=[CH:10][C:5]2[C:6]([O:9][C:17](=[O:18])[CH3:16])=[CH:7][O:8][C:4]=2[CH:3]=1)(=[O:13])[CH3:14]. (6) Given the reactants [CH:1]([C:3]1[CH:4]=[C:5]([C:14]([O:16][CH2:17][CH3:18])=[O:15])[CH:6]=[C:7]([CH:13]=1)[C:8]([O:10][CH2:11][CH3:12])=[O:9])=[O:2].[CH3:19][Mg+].[Br-], predict the reaction product. The product is: [OH:2][CH:1]([C:3]1[CH:13]=[C:7]([C:8]([O:10][CH2:11][CH3:12])=[O:9])[CH:6]=[C:5]([CH:4]=1)[C:14]([O:16][CH2:17][CH3:18])=[O:15])[CH3:19]. (7) Given the reactants Cl[C:2]1[CH:7]=[CH:6][CH:5]=[C:4]([C:8]([O:10]O)=O)[CH:3]=1.CC(=C)C[N:15]1[C:20]2C=CC=[CH:24][C:19]=2[CH2:18][O:17][C:16]1=[O:25].S([O-])([O-])(=O)=S.[Na+].[Na+].C(=O)([O-])O.[Na+], predict the reaction product. The product is: [CH3:24][C:19]1([CH2:20][N:15]2[C:5]3[CH:6]=[CH:7][CH:2]=[CH:3][C:4]=3[CH2:8][O:10][C:16]2=[O:25])[CH2:18][O:17]1. (8) The product is: [N+:28]([C:24]1[CH:23]=[C:22]([C:20]2[N:9]=[C:8]([C:7]3[C:2]([NH2:1])=[N:3][CH:4]=[N:5][CH:6]=3)[S:10][CH:19]=2)[CH:27]=[CH:26][CH:25]=1)([O-:30])=[O:29]. Given the reactants [NH2:1][C:2]1[C:7]([C:8](=[S:10])[NH2:9])=[CH:6][N:5]=[CH:4][N:3]=1.FC(F)(F)C(O)=O.Br[CH2:19][C:20]([C:22]1[CH:27]=[CH:26][CH:25]=[C:24]([N+:28]([O-:30])=[O:29])[CH:23]=1)=O, predict the reaction product.